The task is: Predict the reactants needed to synthesize the given product.. This data is from Full USPTO retrosynthesis dataset with 1.9M reactions from patents (1976-2016). (1) Given the product [OH:88][CH:60]([CH2:61][OH:22])[CH2:59][C:62]1[C:71]([O:72][CH3:73])=[CH:70][CH:69]=[C:68]2[C:63]=1[CH2:64][CH2:65][C:66]([CH3:76])([CH3:75])[C:67]2=[O:74], predict the reactants needed to synthesize it. The reactants are: CC[C@@H]1[C@@H]2C[C@H]([C@@H](OC3C4C(=CC=CC=4)C(O[C@@H](C4C=CN=C5C=4C=C(OC)C=C5)[C@@H]4N5C[C@H](CC)[C@@H](CC5)C4)=NN=3)C3C=CN=C4C=3C=C([O:22]C)C=C4)N(CC2)C1.[CH2:59]([C:62]1[C:71]([O:72][CH3:73])=[CH:70][CH:69]=[C:68]2[C:63]=1[CH2:64][CH2:65][C:66]([CH3:76])([CH3:75])[C:67]2=[O:74])[CH:60]=[CH2:61].C(O)(C)(C)C.S([O-])([O-])=O.[Na+].[Na+].[OH2:88]. (2) Given the product [CH:18]([O:6][C:5](=[O:7])[C:4]1[CH:3]=[C:2]([Br:1])[CH:10]=[C:9]([Br:11])[CH:8]=1)([CH3:23])[CH3:19], predict the reactants needed to synthesize it. The reactants are: [Br:1][C:2]1[CH:3]=[C:4]([CH:8]=[C:9]([Br:11])[CH:10]=1)[C:5]([OH:7])=[O:6].S(=O)(=O)(O)O.O.[CH:18]1[CH:23]=CC=C[CH:19]=1. (3) Given the product [CH3:10][C:11]1[CH:19]=[CH:18][C:14]([C:15]([OH:17])=[O:16])=[CH:13][C:12]=1[N+:6]([O-:9])=[O:7], predict the reactants needed to synthesize it. The reactants are: S(=O)(=O)(O)O.[N+:6]([O-:9])(O)=[O:7].[CH3:10][C:11]1[CH:19]=[CH:18][C:14]([C:15]([OH:17])=[O:16])=[CH:13][CH:12]=1. (4) The reactants are: [C:1]([O:5][C:6]([NH:8][C@H:9]([C:19]([O:21]C)=[O:20])[C:10]([S:13][CH2:14][CH2:15][CH2:16][CH:17]=[CH2:18])([CH3:12])[CH3:11])=[O:7])([CH3:4])([CH3:3])[CH3:2].O.[OH-].[Li+].Cl. Given the product [C:1]([O:5][C:6]([NH:8][C@H:9]([C:19]([OH:21])=[O:20])[C:10]([S:13][CH2:14][CH2:15][CH2:16][CH:17]=[CH2:18])([CH3:11])[CH3:12])=[O:7])([CH3:2])([CH3:3])[CH3:4], predict the reactants needed to synthesize it. (5) Given the product [F:1][C:2]([F:13])([F:12])[O:3][C:4]1[CH:5]=[C:6]([CH:7]=[CH:15][C:16]([OH:18])=[O:17])[CH:9]=[CH:10][CH:11]=1, predict the reactants needed to synthesize it. The reactants are: [F:1][C:2]([F:13])([F:12])[O:3][C:4]1[CH:5]=[C:6]([CH:9]=[CH:10][CH:11]=1)[CH:7]=O.C(O)(=O)[CH2:15][C:16]([OH:18])=[O:17].N1CCCCC1.C(=O)=O.Cl.